This data is from Full USPTO retrosynthesis dataset with 1.9M reactions from patents (1976-2016). The task is: Predict the reactants needed to synthesize the given product. (1) Given the product [CH:13]([N:16]1[C:20]2[N:21]=[C:22]([C:31]3[CH:32]=[CH:33][C:34]([NH:37][C:5]([NH:42][CH3:41])=[O:11])=[CH:35][CH:36]=3)[N:23]=[C:24]([N:25]3[CH2:30][CH2:29][O:28][CH2:27][CH2:26]3)[C:19]=2[N:18]=[N:17]1)([CH3:15])[CH3:14], predict the reactants needed to synthesize it. The reactants are: ClC(Cl)(O[C:5](=[O:11])OC(Cl)(Cl)Cl)Cl.[CH:13]([N:16]1[C:20]2[N:21]=[C:22]([C:31]3[CH:36]=[CH:35][C:34]([NH2:37])=[CH:33][CH:32]=3)[N:23]=[C:24]([N:25]3[CH2:30][CH2:29][O:28][CH2:27][CH2:26]3)[C:19]=2[N:18]=[N:17]1)([CH3:15])[CH3:14].CN.C[CH2:41][N:42](CC)CC. (2) Given the product [O:33]=[S:27]1(=[O:34])[CH2:32][CH2:31][CH2:30][CH2:29][N:28]1[C:2]1[CH:3]=[CH:4][C:5]([C:10]([N:12]2[CH2:17][CH2:16][N:15]([C:18]3[C:23]([CH3:24])=[CH:22][C:21]([CH2:25][CH3:26])=[CH:20][N:19]=3)[CH2:14][CH2:13]2)=[O:11])=[C:6]([CH:9]=1)[C:7]#[N:8], predict the reactants needed to synthesize it. The reactants are: Br[C:2]1[CH:3]=[CH:4][C:5]([C:10]([N:12]2[CH2:17][CH2:16][N:15]([C:18]3[C:23]([CH3:24])=[CH:22][C:21]([CH2:25][CH3:26])=[CH:20][N:19]=3)[CH2:14][CH2:13]2)=[O:11])=[C:6]([CH:9]=1)[C:7]#[N:8].[S:27]1(=[O:34])(=[O:33])[CH2:32][CH2:31][CH2:30][CH2:29][NH:28]1.